Predict the reaction yield, written as a fraction of the theoretical maximum amount of product (1.0 means a 100% yield; for example, 0.34 means a 34% yield). From a dataset of Reaction yield outcomes from USPTO patents with 853,638 reactions. (1) The reactants are [N:1]1[C:9]2[C:4](=[N:5][CH:6]=[CH:7][CH:8]=2)[NH:3][C:2]=1[CH2:10][C:11]#[N:12].[C:13]([CH:16]([CH2:22][CH2:23][CH2:24][CH3:25])[C:17](OCC)=[O:18])(=O)[CH3:14].C([O-])(=O)C.[NH4+].O. The catalyst is C(#N)C. The product is [CH2:22]([CH:16]1[C:17](=[O:18])[N:1]2[C:9]3[CH:8]=[CH:7][CH:6]=[N:5][C:4]=3[N:3]=[C:2]2[C:10]([C:11]#[N:12])=[C:13]1[CH3:14])[CH2:23][CH2:24][CH3:25]. The yield is 0.660. (2) The reactants are [CH:1]([NH:3][C:4]1[CH:5]=[C:6]([CH:11]([OH:37])[CH2:12][NH:13][C@H:14]([CH3:36])[CH2:15][CH2:16][CH2:17][CH2:18][CH2:19][CH2:20][CH2:21][CH2:22][CH2:23][CH2:24][NH:25]C(=O)OCC2C=CC=CC=2)[CH:7]=[CH:8][C:9]=1[OH:10])=[O:2].[H][H]. The catalyst is CO.[Pd]. The product is [NH2:25][CH2:24][CH2:23][CH2:22][CH2:21][CH2:20][CH2:19][CH2:18][CH2:17][CH2:16][CH2:15][CH:14]([NH:13][CH2:12][C@@H:11]([C:6]1[CH:7]=[CH:8][C:9]([OH:10])=[C:4]([NH:3][CH:1]=[O:2])[CH:5]=1)[OH:37])[CH3:36]. The yield is 0.910. (3) The catalyst is CN(C=O)C. The yield is 0.880. The product is [Cl:22][C:21]1[C:11]([C:9](=[O:10])[CH2:8][S:1][CH2:2][CH2:3][C:4]([OH:6])=[O:5])=[CH:12][C:13]2[S:17][C:16](=[O:18])[N:15]([CH3:19])[C:14]=2[CH:20]=1. The reactants are [SH:1][CH2:2][CH2:3][C:4]([OH:6])=[O:5].Br[CH2:8][C:9]([C:11]1[C:21]([Cl:22])=[CH:20][C:14]2[N:15]([CH3:19])[C:16](=[O:18])[S:17][C:13]=2[CH:12]=1)=[O:10].C(=O)([O-])[O-].[K+].[K+]. (4) The yield is 0.720. No catalyst specified. The reactants are [F:1][C:2]1[CH:19]=[CH:18][C:5]([O:6][C:7]2[CH:15]=[CH:14][CH:13]=[C:12]([O:16][CH3:17])[C:8]=2[C:9](O)=[O:10])=[C:4]([NH:20][C:21]([NH:23][C:24]2[S:25][CH:26]=[CH:27][N:28]=2)=[O:22])[CH:3]=1.[CH3:29][NH2:30].C1COCC1. The product is [F:1][C:2]1[CH:19]=[CH:18][C:5]([O:6][C:7]2[CH:15]=[CH:14][CH:13]=[C:12]([O:16][CH3:17])[C:8]=2[C:9]([NH:30][CH3:29])=[O:10])=[C:4]([NH:20][C:21]([NH:23][C:24]2[S:25][CH:26]=[CH:27][N:28]=2)=[O:22])[CH:3]=1. (5) The reactants are [CH:1]1([CH2:6][CH:7]([C:11]2[CH:16]=[CH:15][CH:14]=[C:13]([O:17][CH3:18])[CH:12]=2)[C:8]([OH:10])=O)[CH2:5][CH2:4][CH2:3][CH2:2]1.C(Cl)(=O)C(Cl)=O.[NH2:25][C:26]1[S:27][CH:28]=[CH:29][N:30]=1.C(N(CC)C(C)C)(C)C. The catalyst is C(Cl)Cl.CN(C)C=O.O1CCCC1. The product is [CH:1]1([CH2:6][CH:7]([C:11]2[CH:16]=[CH:15][CH:14]=[C:13]([O:17][CH3:18])[CH:12]=2)[C:8]([NH:25][C:26]2[S:27][CH:28]=[CH:29][N:30]=2)=[O:10])[CH2:2][CH2:3][CH2:4][CH2:5]1. The yield is 0.826. (6) The reactants are [CH3:1][C@:2]12[C:10]([C:11]3([CH2:14]/[CH:15]=[CH:16]\[C:17]([OH:26])([C:22]([F:25])([F:24])[F:23])[C:18]([F:21])([F:20])[F:19])[CH2:13][CH2:12]3)=[CH:9][CH2:8][C@H:7]1[C@@H:6]([OH:27])[CH2:5][CH2:4][CH2:3]2.[Cr](O[Cr]([O-])(=O)=O)([O-])(=O)=O.[NH+]1C=CC=CC=1.[NH+]1C=CC=CC=1. The catalyst is ClCCl. The product is [CH3:1][C@:2]12[C:10]([C:11]3([CH:14]=[CH:15][CH2:16][C:17]([OH:26])([C:18]([F:19])([F:20])[F:21])[C:22]([F:23])([F:24])[F:25])[CH2:13][CH2:12]3)=[CH:9][CH2:8][C@H:7]1[C:6](=[O:27])[CH2:5][CH2:4][CH2:3]2. The yield is 0.980. (7) The reactants are O([C:9]1[CH:18]=[CH:17][C:16]2[C:11](=[CH:12][CH:13]=[CH:14][CH:15]=2)[C:10]=1[N+:19]([O-:21])=[O:20])S(C(F)(F)F)(=O)=O.[NH2:22][C:23]1[CH:24]=[C:25]([NH:29][C:30](=[O:36])[O:31][C:32]([CH3:35])([CH3:34])[CH3:33])[CH:26]=[CH:27][CH:28]=1. No catalyst specified. The product is [N+:19]([C:10]1[C:11]2[C:16](=[CH:15][CH:14]=[CH:13][CH:12]=2)[CH:17]=[CH:18][C:9]=1[NH:22][C:23]1[CH:28]=[CH:27][CH:26]=[C:25]([NH:29][C:30]([O:31][C:32]([CH3:35])([CH3:34])[CH3:33])=[O:36])[CH:24]=1)([O-:21])=[O:20]. The yield is 0.690.